From a dataset of Serine/threonine kinase 33 screen with 319,792 compounds. Binary Classification. Given a drug SMILES string, predict its activity (active/inactive) in a high-throughput screening assay against a specified biological target. (1) The compound is O=C(N1CCCCCCC1)c1noc(c1)COc1cc(c(cc1)C)C. The result is 0 (inactive). (2) The molecule is S(=O)(=O)(Nc1c(F)cccc1)c1ccc(C(=O)NCCCN2CCCC2=O)cc1. The result is 0 (inactive). (3) The compound is O(c1c(C(CCN2CCN(CC2)c2ccccc2)c2cc3OCOc3cc2)c(O)cc(OC)c1)C. The result is 0 (inactive). (4) The compound is FC(F)(F)C(=O)/C=C\N1C(CCC1)C(=O)Nc1c(c(ccc1)C)C. The result is 0 (inactive). (5) The drug is Clc1cc(n2nc(cc2Nc2c(cccc2)C(O)=O)C)ccc1. The result is 0 (inactive). (6) The drug is O=c1n2CCCc2nc2c1ccc(c2)C(=O)Nc1ncccc1. The result is 0 (inactive). (7) The molecule is S1(=O)(=O)N(C(COCC1)c1ccccc1)Cc1c(F)cccc1. The result is 0 (inactive).